The task is: Predict the reaction yield, written as a fraction of the theoretical maximum amount of product (1.0 means a 100% yield; for example, 0.34 means a 34% yield).. This data is from Reaction yield outcomes from USPTO patents with 853,638 reactions. (1) The reactants are [CH2:1]([O:8][C:9]1[CH:14]=[CH:13][C:12]([NH:15][C:16]2C3C(=CC=C(I)C=3)N=[CH:18][N:17]=2)=[CH:11][CH:10]=1)[C:2]1[CH:7]=[CH:6][CH:5]=[CH:4][CH:3]=1.[CH3:27][C:28]12[CH2:35][O:34][C:31]([C:36]3[O:40][C:39]([Sn](CCCC)(CCCC)CCCC)=[CH:38][CH:37]=3)([O:32][CH2:33]1)[O:30][CH2:29]2. The catalyst is O1CCOCC1.C1C=CC(P(C2C=CC=CC=2)C2C=CC=CC=2)=CC=1.C1C=CC(P(C2C=CC=CC=2)C2C=CC=CC=2)=CC=1.Cl[Pd]Cl. The product is [CH2:1]([O:8][C:9]1[CH:10]=[CH:11][C:12]([NH:15][C:16]2[N:17]=[CH:18][C:13]3[C:12](=[CH:11][CH:10]=[C:9]([C:39]4[O:40][C:36]([C:31]56[O:30][CH2:29][C:28]([CH3:27])([CH2:33][O:32]5)[CH2:35][O:34]6)=[CH:37][CH:38]=4)[CH:14]=3)[N:15]=2)=[CH:13][CH:14]=1)[C:2]1[CH:3]=[CH:4][CH:5]=[CH:6][CH:7]=1. The yield is 0.660. (2) The reactants are [C:1]([C:5]1[CH:10]=[CH:9][CH:8]=[CH:7][C:6]=1[NH2:11])([CH3:4])([CH3:3])[CH3:2].[N+:12]([O-])([O-:14])=[O:13].[K+]. The catalyst is S(=O)(=O)(O)O. The product is [C:1]([C:5]1[CH:10]=[CH:9][C:8]([N+:12]([O-:14])=[O:13])=[CH:7][C:6]=1[NH2:11])([CH3:4])([CH3:2])[CH3:3]. The yield is 0.640. (3) The reactants are [F:1][C:2]([F:19])([F:18])[C:3]1[CH:4]=[CH:5][C:6]([C:9]2[CH:16]=[CH:15][C:12]([C:13]#[N:14])=[C:11](F)[CH:10]=2)=[N:7][CH:8]=1.Br.[CH:21]1([CH2:24][S:25]C(=N)N)[CH2:23][CH2:22]1.[OH-].[Na+]. The catalyst is CN(C)C=O. The product is [CH:21]1([CH2:24][S:25][C:11]2[CH:10]=[C:9]([C:6]3[CH:5]=[CH:4][C:3]([C:2]([F:19])([F:18])[F:1])=[CH:8][N:7]=3)[CH:16]=[CH:15][C:12]=2[C:13]#[N:14])[CH2:23][CH2:22]1. The yield is 0.960. (4) The reactants are [OH:1][C@@:2]1([C:9]#[C:10][C:11]2[CH:12]=[C:13]([C:17]3[N:22]=[C:21]([C:23](O)=[O:24])[CH:20]=[C:19]([N:26]4[CH:30]=[CH:29][N:28]=[CH:27]4)[N:18]=3)[CH:14]=[CH:15][CH:16]=2)[CH2:6][CH2:5][N:4]([CH3:7])[C:3]1=[O:8].[Cl-].[NH4+:32]. The product is [OH:1][C@@:2]1([C:9]#[C:10][C:11]2[CH:12]=[C:13]([C:17]3[N:22]=[C:21]([C:23]([NH2:32])=[O:24])[CH:20]=[C:19]([N:26]4[CH:30]=[CH:29][N:28]=[CH:27]4)[N:18]=3)[CH:14]=[CH:15][CH:16]=2)[CH2:6][CH2:5][N:4]([CH3:7])[C:3]1=[O:8]. The yield is 0.0500. No catalyst specified. (5) The reactants are [C:1]([O:5][C:6]([NH:8][C@@H:9]([CH2:13][C:14]1[CH:19]=[CH:18][C:17](B2OC(C)(C)C(C)(C)O2)=[CH:16][CH:15]=1)[C:10]([OH:12])=[O:11])=[O:7])([CH3:4])([CH3:3])[CH3:2].[NH2:29][C:30]1[N:35]=[C:34](Cl)[CH:33]=[C:32]([Cl:37])[N:31]=1.C(=O)(O)[O-].[K+].O. The catalyst is C(O)C.C1COCC1.Cl[Pd](Cl)([P](C1C=CC=CC=1)(C1C=CC=CC=1)C1C=CC=CC=1)[P](C1C=CC=CC=1)(C1C=CC=CC=1)C1C=CC=CC=1. The product is [NH2:29][C:30]1[N:35]=[C:34]([C:17]2[CH:16]=[CH:15][C:14]([CH2:13][C@H:9]([NH:8][C:6]([O:5][C:1]([CH3:2])([CH3:3])[CH3:4])=[O:7])[C:10]([OH:12])=[O:11])=[CH:19][CH:18]=2)[CH:33]=[C:32]([Cl:37])[N:31]=1. The yield is 0.370. (6) The reactants are CO[C:3]([C:5]1[NH:6][N:7]=[C:8]([O:10][CH2:11][C:12]2[C:13]([CH2:18][CH2:19][CH2:20][CH3:21])=[N:14][O:15][C:16]=2[CH3:17])[CH:9]=1)=[O:4].[F:22][C:23]([F:27])([F:26])[CH2:24][NH2:25]. No catalyst specified. The product is [F:22][C:23]([F:27])([F:26])[CH2:24][NH:25][C:3]([C:5]1[NH:6][N:7]=[C:8]([O:10][CH2:11][C:12]2[C:13]([CH2:18][CH2:19][CH2:20][CH3:21])=[N:14][O:15][C:16]=2[CH3:17])[CH:9]=1)=[O:4]. The yield is 0.980. (7) The reactants are [NH:1]([C:5]1[CH:9]=[CH:8][O:7][C:6]=1[C:10]([O:12]CC)=O)[C:2]([NH2:4])=[O:3].[OH-].[Na+].Cl. The catalyst is CO. The product is [N:1]1[C:5]2[CH:9]=[CH:8][O:7][C:6]=2[C:10]([OH:12])=[N:4][C:2]=1[OH:3]. The yield is 0.910. (8) The reactants are [C:1]([O:4][CH:5]([C:15]1[CH:20]=[CH:19][C:18]([S:21]([CH3:24])(=[O:23])=[O:22])=[C:17]([F:25])[CH:16]=1)[C:6]([C:8]1[CH:13]=[CH:12][C:11]([Br:14])=[CH:10][CH:9]=1)=O)(=O)[CH3:2].C([O-])(=O)C.[NH4+:30]. The catalyst is C(O)(=O)C. The product is [Br:14][C:11]1[CH:12]=[CH:13][C:8]([C:6]2[N:30]=[C:1]([CH3:2])[O:4][C:5]=2[C:15]2[CH:20]=[CH:19][C:18]([S:21]([CH3:24])(=[O:23])=[O:22])=[C:17]([F:25])[CH:16]=2)=[CH:9][CH:10]=1. The yield is 0.630.